Dataset: Full USPTO retrosynthesis dataset with 1.9M reactions from patents (1976-2016). Task: Predict the reactants needed to synthesize the given product. (1) Given the product [F:12][C:13]1[C:14](=[O:43])[N:15]([CH2:25][CH2:26][C@@:27]([CH3:42])([S:38]([CH3:41])(=[O:39])=[O:40])[C:28]([NH:30][OH:31])=[O:29])[CH:16]=[CH:17][C:18]=1[C:19]1[CH:20]=[CH:21][CH:22]=[CH:23][CH:24]=1, predict the reactants needed to synthesize it. The reactants are: CC1C=CC(S(O)(=O)=O)=CC=1.[F:12][C:13]1[C:14](=[O:43])[N:15]([CH2:25][CH2:26][C@@:27]([CH3:42])([S:38]([CH3:41])(=[O:40])=[O:39])[C:28]([NH:30][O:31]C2CCCCO2)=[O:29])[CH:16]=[CH:17][C:18]=1[C:19]1[CH:24]=[CH:23][CH:22]=[CH:21][CH:20]=1. (2) Given the product [Cl:37][C:36]1[CH:35]=[CH:34][CH:33]=[C:32]([Cl:38])[C:31]=1[C:24]1[C:23]([CH2:22][O:1][C:2]2[CH:7]=[CH:6][C:5]([C:8]3[CH:9]=[C:10]4[C:14](=[CH:15][CH:16]=3)[CH2:13][CH:12]([C:17]([OH:19])=[O:18])[CH2:11]4)=[CH:4][CH:3]=2)=[C:27]([CH:28]([CH3:30])[CH3:29])[O:26][N:25]=1, predict the reactants needed to synthesize it. The reactants are: [OH:1][C:2]1[CH:7]=[CH:6][C:5]([C:8]2[CH:9]=[C:10]3[C:14](=[CH:15][CH:16]=2)[CH2:13][CH:12]([C:17]([O:19]C)=[O:18])[CH2:11]3)=[CH:4][CH:3]=1.Cl[CH2:22][C:23]1[C:24]([C:31]2[C:36]([Cl:37])=[CH:35][CH:34]=[CH:33][C:32]=2[Cl:38])=[N:25][O:26][C:27]=1[CH:28]([CH3:30])[CH3:29].C(=O)([O-])[O-].[K+].[K+].[OH-].[Na+].